This data is from Forward reaction prediction with 1.9M reactions from USPTO patents (1976-2016). The task is: Predict the product of the given reaction. Given the reactants [F:1][C:2]1[CH:3]=[CH:4][C:5]([C:18]([F:21])([F:20])[F:19])=[C:6]([C:8]2[CH:13]=[CH:12][N:11]=[C:10]([C:14](=[N:16][OH:17])[NH2:15])[CH:9]=2)[CH:7]=1.[C:22](N1C=CN=C1)(N1C=CN=C1)=[O:23].N12CCCN=C1CCCCC2.Cl, predict the reaction product. The product is: [F:1][C:2]1[CH:3]=[CH:4][C:5]([C:18]([F:21])([F:19])[F:20])=[C:6]([C:8]2[CH:13]=[CH:12][N:11]=[C:10]([C:14]3[NH:16][O:17][C:22](=[O:23])[N:15]=3)[CH:9]=2)[CH:7]=1.